The task is: Predict the product of the given reaction.. This data is from Forward reaction prediction with 1.9M reactions from USPTO patents (1976-2016). (1) The product is: [Br:1][C:2]1[CH:7]=[CH:6][N:5]([CH2:8][CH2:9][CH:11]([CH3:10])[CH3:14])[C:4](=[O:12])[CH:3]=1. Given the reactants [Br:1][C:2]1[CH:7]=[CH:6][N:5]([CH2:8][CH:9]2[CH2:11][CH2:10]2)[C:4](=[O:12])[CH:3]=1.O[C:14]1C=CN(CCC(C)C)C(=O)C=1.C1(CN2C=CC(O)=CC2=O)CC1.C(OC1C=CNC(=O)C=1)C1C=CC=CC=1.BrCCC(C)C, predict the reaction product. (2) Given the reactants [C-]#N.[Na+].Br[C:5]1[C:6]2[CH:13]=[CH:12][CH:11]=[CH:10][C:7]=2[S:8][CH:9]=1.[CH3:14][NH:15]CCNC.[OH-].[NH4+], predict the reaction product. The product is: [S:8]1[CH:9]=[C:5]([C:14]#[N:15])[C:6]2[CH:13]=[CH:12][CH:11]=[CH:10][C:7]1=2. (3) Given the reactants [Br:1][C:2]1[CH:8]=[CH:7][C:5]([NH2:6])=[CH:4][CH:3]=1.[Cl:9][C:10]1[CH:18]=[C:17]([Cl:19])[CH:16]=[CH:15][C:11]=1[C:12]([Cl:14])=O.C(N(CC)CC)C, predict the reaction product. The product is: [Br:1][C:2]1[CH:8]=[CH:7][C:5]([N:6]=[C:12]([Cl:14])[C:11]2[CH:15]=[CH:16][C:17]([Cl:19])=[CH:18][C:10]=2[Cl:9])=[CH:4][CH:3]=1. (4) Given the reactants [P:1]([O:5][CH2:6][C@H:7]1[O:11][C@@H:10]([N:12]2[CH:19]=[CH:18][C:16]([NH2:17])=[N:15][C:13]2=[O:14])[C@H:9]([OH:20])[C@@H:8]1[OH:21])([OH:4])([OH:3])=[O:2].C(N[C@@H]1[C@@H](O)[C@H](O)[C@@H](CO)OC1O)(=O)C.C(O)(=O)C(C)=O.[Mg+2].[Cl-].[Cl-].O.P([O-])([O-])(OC(=O)C)=O.[OH-].[Na+:56].C([O-])(=O)C.[OH:61][C:62]([C:64]1([O:75][C@@H:74]([C@@H:76]([C@@H:78]([CH2:80][OH:81])[OH:79])[OH:77])[C@H:69]([NH:70][C:71]([CH3:73])=[O:72])[C@@H:67]([OH:68])[CH2:66]1)O)=[O:63].CC(N[C@H]1C([C@H](O)[C@H](O)CO)O[C@](OP(OC[C@H]2O[C@@H](N3C(=O)N=C(N)C=C3)[C@H](O)[C@@H]2O)([O-])=O)(C(O)=O)C[C@@H]1O)=O.[Na+], predict the reaction product. The product is: [CH3:73][C:71]([NH:70][C@H:69]1[C@H:74]([C@H:76]([OH:77])[C@H:78]([OH:79])[CH2:80][OH:81])[O:75][C@:64]([O:2][P:1]([O:5][CH2:6][C@H:7]2[O:11][C@@H:10]([N:12]3[C:13](=[O:14])[N:15]=[C:16]([NH2:17])[CH:18]=[CH:19]3)[CH:9]([OH:20])[C@H:8]2[OH:21])([O-:3])=[O:4])([C:62]([OH:63])=[O:61])[CH2:66][C@@H:67]1[OH:68])=[O:72].[Na+:56]. (5) The product is: [CH2:23]([O:22][C:20]([CH2:19][O:18][C:14]1[C:11]2[C:12]([CH3:13])=[C:8]([C:6]([OH:7])=[O:5])[O:9][C:10]=2[CH:17]=[CH:16][CH:15]=1)=[O:21])[CH3:24]. Given the reactants C([O:5][C:6]([C:8]1[O:9][C:10]2[CH:17]=[CH:16][CH:15]=[C:14]([O:18][CH2:19][C:20]([O:22][CH2:23][CH3:24])=[O:21])[C:11]=2[C:12]=1[CH3:13])=[O:7])(C)(C)C.C(O)(C(F)(F)F)=O.C(Cl)Cl, predict the reaction product. (6) Given the reactants [H-].C([Al+]CC(C)C)C(C)C.[CH2:11]([O:13][C:14]1[C:15](/[C:26](/[CH3:34])=[C:27](/[F:33])\[C:28](OCC)=[O:29])=[CH:16][C:17]2[CH:18]=[CH:19][CH2:20][C:21]([CH3:25])([CH3:24])[C:22]=2[CH:23]=1)[CH3:12], predict the reaction product. The product is: [CH2:11]([O:13][C:14]1[C:15](/[C:26](/[CH3:34])=[C:27](/[F:33])\[CH2:28][OH:29])=[CH:16][C:17]2[CH:18]=[CH:19][CH2:20][C:21]([CH3:25])([CH3:24])[C:22]=2[CH:23]=1)[CH3:12]. (7) Given the reactants [CH3:1][O:2][C:3]1[N:8]=[CH:7][C:6]([C:9]2[CH:26]=[CH:25][CH:24]=[CH:23][C:10]=2[CH2:11][C:12]2[NH:13][C:14](=[O:22])[C:15]([C:20]#[N:21])=[C:16](SC)[N:17]=2)=[CH:5][CH:4]=1.[NH:27]1[CH2:32][CH2:31][CH:30]([CH2:33][CH2:34][OH:35])[CH2:29][CH2:28]1, predict the reaction product. The product is: [OH:35][CH2:34][CH2:33][CH:30]1[CH2:31][CH2:32][N:27]([C:16]2[N:17]=[C:12]([CH2:11][C:10]3[CH:23]=[CH:24][CH:25]=[CH:26][C:9]=3[C:6]3[CH:7]=[N:8][C:3]([O:2][CH3:1])=[CH:4][CH:5]=3)[NH:13][C:14](=[O:22])[C:15]=2[C:20]#[N:21])[CH2:28][CH2:29]1.